Dataset: Full USPTO retrosynthesis dataset with 1.9M reactions from patents (1976-2016). Task: Predict the reactants needed to synthesize the given product. (1) Given the product [C:28]([CH2:27][CH2:26][C:25]([O:24][CH2:23][C@H:9]1[C@H:8]([C:5]2[CH:4]=[CH:3][C:2]([F:1])=[CH:7][CH:6]=2)[CH2:13][CH2:12][N:11]([C:14]([O:16][C:17]2[CH:18]=[CH:19][CH:20]=[CH:21][CH:22]=2)=[O:15])[CH2:10]1)=[O:31])([OH:30])=[O:29], predict the reactants needed to synthesize it. The reactants are: [F:1][C:2]1[CH:7]=[CH:6][C:5]([C@@H:8]2[CH2:13][CH2:12][N:11]([C:14]([O:16][C:17]3[CH:22]=[CH:21][CH:20]=[CH:19][CH:18]=3)=[O:15])[CH2:10][C@H:9]2[CH2:23][OH:24])=[CH:4][CH:3]=1.[C:25]1(=[O:31])[O:30][C:28](=[O:29])[CH2:27][CH2:26]1. (2) Given the product [CH3:27][C:28]1([CH3:49])[N:33]([C:34]([O:36][C:37]([CH3:40])([CH3:39])[CH3:38])=[O:35])[CH2:32][CH:31]=[C:30]([C:4]2[C:5]3[C:6](=[N:7][CH:8]=[C:9]([N+:15]([O-:17])=[O:16])[C:10]=3[C:11]([F:13])([F:12])[F:14])[N:2]([CH3:1])[CH:3]=2)[CH2:29]1, predict the reactants needed to synthesize it. The reactants are: [CH3:1][N:2]1[C:6]2=[N:7][CH:8]=[C:9]([N+:15]([O-:17])=[O:16])[C:10]([C:11]([F:14])([F:13])[F:12])=[C:5]2[C:4](B2OC(C)(C)C(C)(C)O2)=[CH:3]1.[CH3:27][C:28]1([CH3:49])[N:33]([C:34]([O:36][C:37]([CH3:40])([CH3:39])[CH3:38])=[O:35])[CH2:32][CH:31]=[C:30](OS(C(F)(F)F)(=O)=O)[CH2:29]1.C([O-])([O-])=O.[K+].[K+]. (3) Given the product [CH3:18][C:19]([NH:20][C:15]([C:5]1[CH:4]=[CH:3][C:2]([Cl:1])=[C:7]([C:8]2[CH:13]=[CH:12][CH:11]=[C:10]([Cl:14])[CH:9]=2)[N:6]=1)=[O:17])([C:21]1[O:22][CH:23]=[CH:24][N:25]=1)[CH3:26], predict the reactants needed to synthesize it. The reactants are: [Cl:1][C:2]1[CH:3]=[CH:4][C:5]([C:15]([OH:17])=O)=[N:6][C:7]=1[C:8]1[CH:13]=[CH:12][CH:11]=[C:10]([Cl:14])[CH:9]=1.[CH3:18][C:19]([CH3:26])([C:21]1[O:22][CH:23]=[CH:24][N:25]=1)[NH2:20]. (4) Given the product [Cl:41][C:42]1[C:51]([O:5][CH2:4][CH2:3][C:2]([F:7])([F:6])[F:1])=[CH:50][C:45]([C:46]([O:48][CH3:49])=[O:47])=[CH:44][N:43]=1, predict the reactants needed to synthesize it. The reactants are: [F:1][C:2]([F:7])([F:6])[CH2:3][CH2:4][OH:5].C1(P(C2C=CC=CC=2)C2C=CC=CC=2)C=CC=CC=1.N(C(OC(C)C)=O)=NC(OC(C)C)=O.[Cl:41][C:42]1[C:51](O)=[CH:50][C:45]([C:46]([O:48][CH3:49])=[O:47])=[CH:44][N:43]=1.